From a dataset of Forward reaction prediction with 1.9M reactions from USPTO patents (1976-2016). Predict the product of the given reaction. Given the reactants Cl.[F:2][C:3]1[CH:4]=[C:5]([C:10](=[NH:16])[NH:11][CH2:12][CH2:13][O:14][CH3:15])[CH:6]=[C:7]([F:9])[CH:8]=1.C([O:19][CH:20]=[C:21]([C:27](OCC)=O)[C:22]([O:24][CH2:25][CH3:26])=[O:23])C.[O-]CC.[Na+], predict the reaction product. The product is: [F:2][C:3]1[CH:4]=[C:5]([C:10]2[N:11]([CH2:12][CH2:13][O:14][CH3:15])[C:20](=[O:19])[C:21]([C:22]([O:24][CH2:25][CH3:26])=[O:23])=[CH:27][N:16]=2)[CH:6]=[C:7]([F:9])[CH:8]=1.